Dataset: Forward reaction prediction with 1.9M reactions from USPTO patents (1976-2016). Task: Predict the product of the given reaction. (1) Given the reactants [Cl:1][C:2]1[CH:7]=[CH:6][CH:5]=[CH:4][C:3]=1[C@H:8]([O:10][C:11]1[CH:15]=[C:14]([N:16]2[C:20]3[CH:21]=[CH:22][C:23]([C:25]4[CH:26]=[N:27][C:28](Cl)=[N:29][CH:30]=4)=[CH:24][C:19]=3[N:18]=[CH:17]2)[S:13][C:12]=1[C:32]([NH2:34])=[O:33])[CH3:9].[NH2:35][CH2:36][CH2:37][N:38]1[CH2:43][CH2:42][O:41][CH2:40][CH2:39]1, predict the reaction product. The product is: [Cl:1][C:2]1[CH:7]=[CH:6][CH:5]=[CH:4][C:3]=1[C@H:8]([O:10][C:11]1[CH:15]=[C:14]([N:16]2[C:20]3[CH:21]=[CH:22][C:23]([C:25]4[CH:26]=[N:27][C:28]([NH:35][CH2:36][CH2:37][N:38]5[CH2:43][CH2:42][O:41][CH2:40][CH2:39]5)=[N:29][CH:30]=4)=[CH:24][C:19]=3[N:18]=[CH:17]2)[S:13][C:12]=1[C:32]([NH2:34])=[O:33])[CH3:9]. (2) Given the reactants Br[C:2]1[CH:3]=[C:4]([CH3:9])[C:5]([NH2:8])=[N:6][CH:7]=1.[CH3:10][N:11]([CH3:21])[C:12]1[CH:17]=[CH:16][C:15](B(O)O)=[CH:14][CH:13]=1.C([O-])([O-])=O.[Na+].[Na+], predict the reaction product. The product is: [CH3:10][N:11]([CH3:21])[C:12]1[CH:17]=[CH:16][C:15]([C:2]2[CH:3]=[C:4]([CH3:9])[C:5]([NH2:8])=[N:6][CH:7]=2)=[CH:14][CH:13]=1.